This data is from Reaction yield outcomes from USPTO patents with 853,638 reactions. The task is: Predict the reaction yield, written as a fraction of the theoretical maximum amount of product (1.0 means a 100% yield; for example, 0.34 means a 34% yield). (1) The reactants are [OH:1][C:2]1[CH:7]=[CH:6][C:5]([C:8]2[CH:9]=[C:10]3[C:15](=[CH:16][CH:17]=2)[C:14](=[O:18])[CH2:13][CH2:12][CH2:11]3)=[CH:4][CH:3]=1.CC1C=CC(C(C)C)=CC=1. The catalyst is [Pd]. The product is [OH:1][C:2]1[CH:7]=[CH:6][C:5]([C:8]2[CH:9]=[C:10]3[C:15](=[CH:16][CH:17]=2)[C:14]([OH:18])=[CH:13][CH:12]=[CH:11]3)=[CH:4][CH:3]=1. The yield is 0.530. (2) The reactants are C([BH3-])#N.[Na+].[I:5][C:6]1[CH:7]=[C:8]2[C:12](=[CH:13][CH:14]=1)[NH:11][CH:10]=[CH:9]2.[C:15](O[C:15]([O:17][C:18]([CH3:21])([CH3:20])[CH3:19])=[O:16])([O:17][C:18]([CH3:21])([CH3:20])[CH3:19])=[O:16].C(=O)(O)[O-].[Na+].Cl.C(N)C1C=CC=CC=1. The catalyst is C(O)(=O)C.O1CCCC1. The product is [I:5][C:6]1[CH:7]=[C:8]2[C:12](=[CH:13][CH:14]=1)[N:11]([C:15]([O:17][C:18]([CH3:21])([CH3:20])[CH3:19])=[O:16])[CH2:10][CH2:9]2. The yield is 0.450. (3) The reactants are [C:1]([NH:4][C:5]1[CH:10]=[C:9]([C:11]2[N:12]([CH:28]=[CH2:29])[C:13]([C:24]([O:26][CH3:27])=[O:25])=[C:14]([C:16]3[CH:21]=[CH:20][C:19]([Cl:22])=[CH:18][C:17]=3[Cl:23])[N:15]=2)[C:8](Br)=[CH:7][N:6]=1)(=[O:3])[CH3:2].C1(C)C=CC=CC=1P(C1C=CC=CC=1C)C1C=CC=CC=1C.CCN(C(C)C)C(C)C.O. The catalyst is CN(C=O)C.C([O-])(=O)C.[Pd+2].C([O-])(=O)C. The product is [C:1]([NH:4][C:5]1[CH:10]=[C:9]2[C:8]([CH:29]=[CH:28][N:12]3[C:13]([C:24]([O:26][CH3:27])=[O:25])=[C:14]([C:16]4[CH:21]=[CH:20][C:19]([Cl:22])=[CH:18][C:17]=4[Cl:23])[N:15]=[C:11]32)=[CH:7][N:6]=1)(=[O:3])[CH3:2]. The yield is 0.490. (4) The reactants are [Cl:1][C:2]1[CH:7]=[C:6]([NH:8][CH:9]2[CH2:13][CH2:12][CH2:11][CH2:10]2)[N:5]2[N:14]=[C:15]([C:26]3[CH:31]=[CH:30][C:29]([O:32][CH3:33])=[CH:28][CH:27]=3)[C:16]([C:17]3[CH:22]=[CH:21][N:20]=[C:19](S(C)=O)[N:18]=3)=[C:4]2[CH:3]=1.C(OCC)(=O)C.[CH:40]1([NH2:43])[CH2:42][CH2:41]1. No catalyst specified. The product is [Cl:1][C:2]1[CH:7]=[C:6]([NH:8][CH:9]2[CH2:13][CH2:12][CH2:11][CH2:10]2)[N:5]2[N:14]=[C:15]([C:26]3[CH:31]=[CH:30][C:29]([O:32][CH3:33])=[CH:28][CH:27]=3)[C:16]([C:17]3[CH:22]=[CH:21][N:20]=[C:19]([NH:43][CH:40]4[CH2:42][CH2:41]4)[N:18]=3)=[C:4]2[CH:3]=1. The yield is 0.830. (5) The reactants are [Cl:1][C:2]1[C:3]([F:22])=[C:4]([CH:19]=[CH:20][CH:21]=1)[NH:5][C:6]1[C:15]2[C:10](=[CH:11][C:12]([O:17][CH3:18])=[C:13]([OH:16])[CH:14]=2)[N:9]=[CH:8][N:7]=1.[N+](C1C=CC(S(O[C@H:36]2[CH2:40][CH2:39][N:38]([C:41]([O:43][C:44]([CH3:47])([CH3:46])[CH3:45])=[O:42])[CH2:37]2)(=O)=O)=CC=1)([O-])=O.[F-].[Cs+].CN(C)C=O. The catalyst is C(OCC)(=O)C. The product is [Cl:1][C:2]1[C:3]([F:22])=[C:4]([CH:19]=[CH:20][CH:21]=1)[NH:5][C:6]1[C:15]2[C:10](=[CH:11][C:12]([O:17][CH3:18])=[C:13]([O:16][C@@H:40]3[CH2:36][CH2:37][N:38]([C:41]([O:43][C:44]([CH3:47])([CH3:46])[CH3:45])=[O:42])[CH2:39]3)[CH:14]=2)[N:9]=[CH:8][N:7]=1. The yield is 0.380. (6) The reactants are C([NH:8][C:9]1[C:10]([CH3:28])=[C:11]([CH3:27])[C:12]2[O:16][CH:15]=[C:14]([C:17]3[CH:22]=[CH:21][C:20]([CH2:23][CH3:24])=[CH:19][CH:18]=3)[C:13]=2[C:25]=1[CH3:26])C1C=CC=CC=1. The catalyst is C(OCC)(=O)C.CCCCCC. The product is [CH2:23]([C:20]1[CH:21]=[CH:22][C:17]([C:14]2[C:13]3[C:25]([CH3:26])=[C:9]([NH2:8])[C:10]([CH3:28])=[C:11]([CH3:27])[C:12]=3[O:16][CH:15]=2)=[CH:18][CH:19]=1)[CH3:24]. The yield is 0.850. (7) The reactants are [NH2:1][C:2]1[CH:3]=[CH:4][C:5]([C:12]#[N:13])=[C:6]([C:8]([F:11])([F:10])[F:9])[CH:7]=1.C(OCCCC)(=O)C.[C:22]1(=[O:28])[O:27][C:25](=[O:26])[CH:24]=[CH:23]1. The catalyst is CCCCCCC. The product is [C:12]([C:5]1[CH:4]=[CH:3][C:2]([NH:1][C:22]([CH:23]=[CH:24][C:25]([OH:27])=[O:26])=[O:28])=[CH:7][C:6]=1[C:8]([F:9])([F:10])[F:11])#[N:13]. The yield is 0.950. (8) The reactants are [Cl:1][C:2]1[CH:3]=[C:4]([CH:9]=[CH:10][C:11]=1[NH:12][CH3:13])[C:5]([O:7][CH3:8])=[O:6].CN(C)C=O.[H-].[Na+].[Br:21][C:22]1[CH:23]=[CH:24][C:25]2[C:31]3[S:32][C:33]([C:35](Cl)=[O:36])=[CH:34][C:30]=3[CH2:29][CH2:28][O:27][C:26]=2[CH:38]=1. No catalyst specified. The product is [Br:21][C:22]1[CH:23]=[CH:24][C:25]2[C:31]3[S:32][C:33]([C:35]([N:12]([C:11]4[CH:10]=[CH:9][C:4]([C:5]([O:7][CH3:8])=[O:6])=[CH:3][C:2]=4[Cl:1])[CH3:13])=[O:36])=[CH:34][C:30]=3[CH2:29][CH2:28][O:27][C:26]=2[CH:38]=1. The yield is 0.650.